Task: Predict which catalyst facilitates the given reaction.. Dataset: Catalyst prediction with 721,799 reactions and 888 catalyst types from USPTO Reactant: [NH2:1][C:2]1[CH:7]=[C:6]([O:8][C:9]2[CH:14]=[CH:13][C:12]([N+:15]([O-])=O)=[CH:11][CH:10]=2)[CH:5]=[CH:4][N:3]=1.[Cl-].[NH4+].C(O)C.CN(C)C=O. Product: [NH2:1][C:2]1[CH:7]=[C:6]([O:8][C:9]2[CH:14]=[CH:13][C:12]([NH2:15])=[CH:11][CH:10]=2)[CH:5]=[CH:4][N:3]=1. The catalyst class is: 150.